Task: Predict the reaction yield, written as a fraction of the theoretical maximum amount of product (1.0 means a 100% yield; for example, 0.34 means a 34% yield).. Dataset: Reaction yield outcomes from USPTO patents with 853,638 reactions (1) The reactants are [CH3:1][O:2][C:3](=[O:32])[C:4]1[CH:9]=[CH:8][C:7]([O:10][CH2:11][CH2:12][CH2:13]Br)=[CH:6][C:5]=1[NH:15][C:16](=[O:31])[C:17]1[CH:22]=[C:21]([C:23]([F:26])([F:25])[F:24])[CH:20]=[C:19]([C:27]([F:30])([F:29])[F:28])[CH:18]=1.[C:33]1([C:42]2[CH:47]=[CH:46][CH:45]=[CH:44][CH:43]=2)[CH:38]=[CH:37][C:36]([CH:39]=[N:40][OH:41])=[CH:35][CH:34]=1.C(=O)([O-])[O-].[Cs+].[Cs+]. The catalyst is CC(C)=O. The product is [CH3:1][O:2][C:3](=[O:32])[C:4]1[CH:9]=[CH:8][C:7]([O:10][CH2:11][CH2:12][CH2:13][O:41]/[N:40]=[CH:39]/[C:36]2[CH:37]=[CH:38][C:33]([C:42]3[CH:43]=[CH:44][CH:45]=[CH:46][CH:47]=3)=[CH:34][CH:35]=2)=[CH:6][C:5]=1[NH:15][C:16](=[O:31])[C:17]1[CH:22]=[C:21]([C:23]([F:26])([F:25])[F:24])[CH:20]=[C:19]([C:27]([F:30])([F:29])[F:28])[CH:18]=1. The yield is 0.680. (2) The reactants are [CH3:1][O:2][C:3]1[CH:12]=[CH:11][C:10]2[NH:9][C:8](=[O:13])[C:7]3[S:14][CH:15]=[CH:16][C:6]=3[C:5]=2[C:4]=1[C:17]1[CH:22]=[CH:21][C:20]([N:23]2[CH2:28][CH2:27][NH:26][CH2:25][CH2:24]2)=[CH:19][CH:18]=1.C(N(CC)C(C)C)(C)C.[CH3:38][S:39](Cl)(=[O:41])=[O:40]. The catalyst is C(Cl)Cl. The product is [CH3:1][O:2][C:3]1[CH:12]=[CH:11][C:10]2[NH:9][C:8](=[O:13])[C:7]3[S:14][CH:15]=[CH:16][C:6]=3[C:5]=2[C:4]=1[C:17]1[CH:18]=[CH:19][C:20]([N:23]2[CH2:28][CH2:27][N:26]([S:39]([CH3:38])(=[O:41])=[O:40])[CH2:25][CH2:24]2)=[CH:21][CH:22]=1. The yield is 0.680. (3) The reactants are [CH3:1][C:2]1[NH:6][C:5]2[C:7]([C:17]([O:19]C)=[O:18])=[CH:8][C:9]([N:11]3[CH2:16][CH2:15][O:14][CH2:13][CH2:12]3)=[CH:10][C:4]=2[N:3]=1.Br[CH2:22][C:23]1[C:31]2[S:30][CH:29]=[CH:28][C:27]=2[CH:26]=[CH:25][CH:24]=1.C(=O)([O-])[O-].[K+].[K+].[OH-].[Li+].Cl. The catalyst is CN(C)C=O.O1CCCC1.O. The product is [S:30]1[C:31]2[C:23]([CH2:22][N:3]3[C:4]4[CH:10]=[C:9]([N:11]5[CH2:12][CH2:13][O:14][CH2:15][CH2:16]5)[CH:8]=[C:7]([C:17]([OH:19])=[O:18])[C:5]=4[N:6]=[C:2]3[CH3:1])=[CH:24][CH:25]=[CH:26][C:27]=2[CH:28]=[CH:29]1. The yield is 0.0942. (4) The reactants are Br[Zn][CH2:3][C:4]([O:6][CH2:7][CH3:8])=[O:5].[C:9]1(=[O:15])[CH2:14][CH2:13][CH2:12][CH:11]=[CH:10]1.Cl.C(OCC)(=O)C. The catalyst is C1COCC1. The product is [OH:15][C:9]1([CH2:3][C:4]([O:6][CH2:7][CH3:8])=[O:5])[CH2:14][CH2:13][CH2:12][CH:11]=[CH:10]1. The yield is 0.940.